From a dataset of Full USPTO retrosynthesis dataset with 1.9M reactions from patents (1976-2016). Predict the reactants needed to synthesize the given product. (1) Given the product [NH2:8][C@@H:9]1[C@@H:13]([F:14])[CH2:12][N:11]([C:15]([O:17][C:18]([CH3:21])([CH3:20])[CH3:19])=[O:16])[CH2:10]1, predict the reactants needed to synthesize it. The reactants are: C([NH:8][C@@H:9]1[C@@H:13]([F:14])[CH2:12][N:11]([C:15]([O:17][C:18]([CH3:21])([CH3:20])[CH3:19])=[O:16])[CH2:10]1)C1C=CC=CC=1. (2) Given the product [Cl:1][C:2]1[C:6]([Cl:7])=[C:5]([CH3:8])[NH:4][C:3]=1[C:9]([NH:11][CH:12]1[CH2:13][CH2:14][N:15]([C:18]2[N:23]=[C:22]([N:24]3[CH2:25][CH2:26][O:27][CH2:28][CH2:29]3)[N:21]=[C:20]([C:30]([OH:32])=[O:31])[CH:19]=2)[CH2:16][CH2:17]1)=[O:10], predict the reactants needed to synthesize it. The reactants are: [Cl:1][C:2]1[C:6]([Cl:7])=[C:5]([CH3:8])[NH:4][C:3]=1[C:9]([NH:11][CH:12]1[CH2:17][CH2:16][N:15]([C:18]2[N:23]=[C:22]([N:24]3[CH2:29][CH2:28][O:27][CH2:26][CH2:25]3)[N:21]=[C:20]([C:30]([O:32]C)=[O:31])[CH:19]=2)[CH2:14][CH2:13]1)=[O:10].[OH-].[Li+].Cl. (3) Given the product [O:16]([CH2:15][CH2:14][CH:11]1[CH2:10][CH2:9][NH:8][CH2:13][CH2:12]1)[C:17]1[CH:22]=[CH:21][CH:20]=[CH:19][CH:18]=1, predict the reactants needed to synthesize it. The reactants are: C(OC([N:8]1[CH2:13][CH2:12][CH:11]([CH2:14][CH2:15][O:16][C:17]2[CH:22]=[CH:21][CH:20]=[CH:19][CH:18]=2)[CH2:10][CH2:9]1)=O)(C)(C)C.Cl.CCOCC. (4) The reactants are: C([O:8][C:9]1[C:14]2[N:15]=[C:16]([CH3:19])[N:17]([CH3:18])[C:13]=2[CH:12]=[C:11]([N:20]([CH3:24])[C:21](=[O:23])[CH3:22])[CH:10]=1)C1C=CC=CC=1.[I-].O.C(=O)(O)[O-].[Na+]. Given the product [CH3:16][N:17]([CH2:18][C:10]1[C:11]([N:20]([CH3:24])[C:21](=[O:23])[CH3:22])=[CH:12][C:13]2[N:17]([CH3:18])[C:16]([CH3:19])=[N:15][C:14]=2[C:9]=1[OH:8])[CH3:13], predict the reactants needed to synthesize it. (5) Given the product [Br:1][C:2]1[CH:3]=[CH:4][C:5]([N:10]2[CH:13]=[C:12]([C:11]([O:15][CH3:16])=[O:14])[N:8]=[N:9]2)=[N:6][CH:7]=1, predict the reactants needed to synthesize it. The reactants are: [Br:1][C:2]1[CH:3]=[CH:4][C:5]2[N:6]([N:8]=[N:9][N:10]=2)[CH:7]=1.[C:11]([O:15][CH3:16])(=[O:14])[C:12]#[CH:13].N1C(C)=CC=CC=1C.O. (6) Given the product [C:51]([C:46]1[CH:47]=[C:48]2[C:43](=[C:44]([F:55])[CH:45]=1)[C:42](=[O:56])[N:41]([C:27]1[CH:28]=[CH:29][CH:30]=[C:31]([C:2]3[CH:3]=[C:4]([NH:10][C:11]4[CH:16]=[N:15][C:14]([C:17]([F:20])([F:19])[F:18])=[CH:13][N:12]=4)[C:5](=[O:9])[N:6]([CH3:8])[N:7]=3)[C:26]=1[CH2:25][OH:24])[N:50]=[CH:49]2)([CH3:54])([CH3:52])[CH3:53], predict the reactants needed to synthesize it. The reactants are: Cl[C:2]1[CH:3]=[C:4]([NH:10][C:11]2[CH:16]=[N:15][C:14]([C:17]([F:20])([F:19])[F:18])=[CH:13][N:12]=2)[C:5](=[O:9])[N:6]([CH3:8])[N:7]=1.C([O:24][CH2:25][C:26]1[C:31](B2OC(C)(C)C(C)(C)O2)=[CH:30][CH:29]=[CH:28][C:27]=1[N:41]1[N:50]=[CH:49][C:48]2[C:43](=[C:44]([F:55])[CH:45]=[C:46]([C:51]([CH3:54])([CH3:53])[CH3:52])[CH:47]=2)[C:42]1=[O:56])(=O)C.P([O-])([O-])([O-])=O.[K+].[K+].[K+].C1(P(C2CCCCC2)C2C=CC=CC=2C2C(C(C)C)=CC(C(C)C)=CC=2C(C)C)CCCCC1.[Cl-].[NH4+]. (7) Given the product [CH3:18][CH:17]([CH3:19])[CH2:16][CH2:15][N:10]1[C:11]2[C:7](=[CH:6][C:5]([CH2:3][OH:4])=[CH:13][CH:12]=2)[CH:8]=[N:9]1, predict the reactants needed to synthesize it. The reactants are: CO[C:3]([C:5]1[CH:6]=[C:7]2[C:11](=[CH:12][CH:13]=1)[NH:10][N:9]=[CH:8]2)=[O:4].Br[CH2:15][CH2:16][CH:17]([CH3:19])[CH3:18].